Dataset: Full USPTO retrosynthesis dataset with 1.9M reactions from patents (1976-2016). Task: Predict the reactants needed to synthesize the given product. (1) Given the product [CH2:15]([O:17][C:18]([C:20]1([CH2:34][O:14][C:11]2[CH:12]=[CH:13][C:8]([C:5]3[CH:4]=[CH:3][C:2]([Cl:1])=[CH:7][N:6]=3)=[CH:9][CH:10]=2)[CH2:24][CH2:23][N:22]([C:25](=[O:33])[C:26]2[CH:27]=[CH:28][C:29]([F:32])=[CH:30][CH:31]=2)[CH2:21]1)=[O:19])[CH3:16], predict the reactants needed to synthesize it. The reactants are: [Cl:1][C:2]1[CH:3]=[CH:4][C:5]([C:8]2[CH:13]=[CH:12][C:11]([OH:14])=[CH:10][CH:9]=2)=[N:6][CH:7]=1.[CH2:15]([O:17][C:18]([C:20]1([CH2:34]I)[CH2:24][CH2:23][N:22]([C:25](=[O:33])[C:26]2[CH:31]=[CH:30][C:29]([F:32])=[CH:28][CH:27]=2)[CH2:21]1)=[O:19])[CH3:16]. (2) Given the product [Cl:1][C:2]1[CH:3]=[C:4]([N:23]([CH2:34][CH3:35])[CH:24]2[CH2:29][CH2:28][N:27]([CH2:30][CH2:31][O:32][CH3:33])[CH2:26][CH2:25]2)[C:5]([CH3:22])=[C:6]([CH:21]=1)[C:7]([NH:9][CH2:10][C:11]1[C:12](=[O:19])[NH:13][N:14]([CH2:17][CH3:18])[C:15]=1[CH3:16])=[O:8], predict the reactants needed to synthesize it. The reactants are: [Cl:1][C:2]1[CH:3]=[C:4]([N:23]([CH2:34][CH3:35])[CH:24]2[CH2:29][CH2:28][N:27]([CH2:30][CH2:31][O:32][CH3:33])[CH2:26][CH2:25]2)[C:5]([CH3:22])=[C:6]([CH:21]=1)[C:7]([NH:9][CH2:10][C:11]1[C:12]([O:19]C)=[N:13][N:14]([CH2:17][CH3:18])[C:15]=1[CH3:16])=[O:8].C(=O)(O)[O-].[Na+]. (3) Given the product [Cl:1][C:2]1[CH:3]=[C:4]([CH2:14][N:15]2[C:19]([CH3:20])=[CH:18][C:17]([C:21]([NH:31][N:32]3[CH2:37][CH2:36][CH2:35][CH2:34][CH2:33]3)=[O:22])=[N:16]2)[C:5]2[O:9][C:8]([CH:10]([CH3:12])[CH3:11])=[CH:7][C:6]=2[CH:13]=1, predict the reactants needed to synthesize it. The reactants are: [Cl:1][C:2]1[CH:3]=[C:4]([CH2:14][N:15]2[C:19]([CH3:20])=[CH:18][C:17]([C:21](Cl)=[O:22])=[N:16]2)[C:5]2[O:9][C:8]([CH:10]([CH3:12])[CH3:11])=[CH:7][C:6]=2[CH:13]=1.C(N(CC)CC)C.[NH2:31][N:32]1[CH2:37][CH2:36][CH2:35][CH2:34][CH2:33]1. (4) The reactants are: [C:1]([C:3]1[CH:4]=[CH:5][CH:6]=[C:7]2[C:12]=1[O:11][CH2:10][CH2:9][CH:8]2[C:13]([OH:15])=O)#[N:2].[CH2:16]([N:18]1[CH:22]=[C:21]([CH2:23][NH:24][C:25]2[CH:30]=[CH:29][C:28]([CH:31]([CH3:33])[CH3:32])=[CH:27][CH:26]=2)[CH:20]=[N:19]1)[CH3:17]. Given the product [C:1]([C:3]1[CH:4]=[CH:5][CH:6]=[C:7]2[C:12]=1[O:11][CH2:10][CH2:9][CH:8]2[C:13]([N:24]([CH2:23][C:21]1[CH:20]=[N:19][N:18]([CH2:16][CH3:17])[CH:22]=1)[C:25]1[CH:30]=[CH:29][C:28]([CH:31]([CH3:32])[CH3:33])=[CH:27][CH:26]=1)=[O:15])#[N:2], predict the reactants needed to synthesize it.